Dataset: Full USPTO retrosynthesis dataset with 1.9M reactions from patents (1976-2016). Task: Predict the reactants needed to synthesize the given product. (1) Given the product [CH3:18][C:9]([C:4]1[CH:5]=[CH:6][CH:7]=[CH:8][C:3]=1[CH:2]=[O:21])([CH3:19])[CH2:10][C@:11]1([C:14]([F:17])([F:16])[F:15])[CH2:13][O:12]1, predict the reactants needed to synthesize it. The reactants are: Br[CH2:2][C:3]1[CH:8]=[CH:7][CH:6]=[CH:5][C:4]=1[C:9]([CH3:19])([CH3:18])[CH2:10][C@:11]1([C:14]([F:17])([F:16])[F:15])[CH2:13][O:12]1.C(=O)(O)[O-:21].[Na+]. (2) Given the product [CH3:1][C:2]1[CH:3]=[C:4]([CH:10]=[C:11]([CH3:13])[CH:12]=1)[O:5][CH2:6][C:7]([Cl:16])=[O:8], predict the reactants needed to synthesize it. The reactants are: [CH3:1][C:2]1[CH:3]=[C:4]([CH:10]=[C:11]([CH3:13])[CH:12]=1)[O:5][CH2:6][C:7](O)=[O:8].O=S(Cl)[Cl:16].